Dataset: Forward reaction prediction with 1.9M reactions from USPTO patents (1976-2016). Task: Predict the product of the given reaction. Given the reactants [CH3:1][C:2]1[CH:11]=[CH:10][C:9]2[C:4](=[C:5]([OH:12])[CH:6]=[CH:7][CH:8]=2)[N:3]=1.[C:13]([O:16][CH2:17][CH2:18]Br)(=[O:15])[CH3:14].C(=O)([O-])[O-].[K+].[K+].CC(C)=O, predict the reaction product. The product is: [C:13]([O:16][CH2:17][CH2:18][O:12][C:5]1[CH:6]=[CH:7][CH:8]=[C:9]2[C:4]=1[N:3]=[C:2]([CH3:1])[CH:11]=[CH:10]2)(=[O:15])[CH3:14].